From a dataset of Full USPTO retrosynthesis dataset with 1.9M reactions from patents (1976-2016). Predict the reactants needed to synthesize the given product. (1) The reactants are: C1(N[C:7]2[C:12]([CH3:13])=[C:11]([CH3:14])[N:10]=[C:9]([NH:15][CH2:16][C:17]3[CH:22]=[CH:21][CH:20]=[CH:19][N:18]=3)[N:8]=2)CCCC1.[F:23][C:24]([F:34])([F:33])[O:25][C:26]1[CH:31]=[CH:30][CH:29]=[CH:28][C:27]=1[NH2:32]. Given the product [CH3:13][C:12]1[C:7]([NH:32][C:27]2[CH:28]=[CH:29][CH:30]=[CH:31][C:26]=2[O:25][C:24]([F:33])([F:34])[F:23])=[N:8][C:9]([NH:15][CH2:16][C:17]2[CH:22]=[CH:21][CH:20]=[CH:19][N:18]=2)=[N:10][C:11]=1[CH3:14], predict the reactants needed to synthesize it. (2) Given the product [Cl:19][C:16]1[CH:17]=[CH:18][C:13]([CH2:12][CH2:11][CH2:10][N:8]([CH3:9])[C:6]2[N:7]=[C:2]([N:43]3[CH2:44][CH2:45][N:40]([CH2:31]/[CH:32]=[CH:33]/[C:34]4[CH:39]=[CH:38][CH:37]=[CH:36][CH:35]=4)[CH2:41][CH2:42]3)[N:3]=[C:4]([NH:20][CH2:21][CH2:22][C:23]3[CH:24]=[CH:25][C:26]([OH:29])=[CH:27][CH:28]=3)[N:5]=2)=[CH:14][CH:15]=1, predict the reactants needed to synthesize it. The reactants are: Cl[C:2]1[N:7]=[C:6]([N:8]([CH2:10][CH2:11][CH2:12][C:13]2[CH:18]=[CH:17][C:16]([Cl:19])=[CH:15][CH:14]=2)[CH3:9])[N:5]=[C:4]([NH:20][CH2:21][CH2:22][C:23]2[CH:28]=[CH:27][C:26]([O:29]C)=[CH:25][CH:24]=2)[N:3]=1.[CH2:31]([N:40]1[CH2:45][CH2:44][NH:43][CH2:42][CH2:41]1)[CH:32]=[CH:33][C:34]1[CH:39]=[CH:38][CH:37]=[CH:36][CH:35]=1.B(Br)(Br)Br.C([O-])(O)=O.[Na+]. (3) Given the product [Cl:3][C:4]1[CH:9]=[CH:8][C:7]([NH:10][C:11]([C:13]2([CH2:28][NH2:29])[CH2:18][CH2:17][N:16]([C:19]3[C:20]4[CH:27]=[CH:26][NH:25][C:21]=4[N:22]=[CH:23][N:24]=3)[CH2:15][CH2:14]2)=[O:12])=[CH:6][CH:5]=1, predict the reactants needed to synthesize it. The reactants are: [BH4-].[Na+].[Cl:3][C:4]1[CH:9]=[CH:8][C:7]([NH:10][C:11]([C:13]2([C:28]#[N:29])[CH2:18][CH2:17][N:16]([C:19]3[C:20]4[CH:27]=[CH:26][NH:25][C:21]=4[N:22]=[CH:23][N:24]=3)[CH2:15][CH2:14]2)=[O:12])=[CH:6][CH:5]=1. (4) Given the product [OH:25][C:20]12[CH2:24][CH:16]3[CH2:17][CH:18]([CH2:23][CH:22]([CH:15]3[NH:14][C:12]([C:5]3[C:6]([O:8][CH:9]([CH3:11])[CH3:10])=[N:7][C:2]([NH:32][C@H:29]4[CH2:30][CH2:31][O:27][CH2:28]4)=[N:3][CH:4]=3)=[O:13])[CH2:21]1)[CH2:19]2, predict the reactants needed to synthesize it. The reactants are: Cl[C:2]1[N:7]=[C:6]([O:8][CH:9]([CH3:11])[CH3:10])[C:5]([C:12]([NH:14][CH:15]2[CH:22]3[CH2:23][CH:18]4[CH2:19][C:20]([OH:25])([CH2:24][CH:16]2[CH2:17]4)[CH2:21]3)=[O:13])=[CH:4][N:3]=1.Cl.[O:27]1[CH2:31][CH2:30][C@H:29]([NH2:32])[CH2:28]1.CCN(C(C)C)C(C)C. (5) Given the product [F:18][C:19]1[CH:20]=[CH:21][C:22]([N+:28]([O-:30])=[O:29])=[C:23]([CH:27]=1)[C:24]([NH:1][CH2:2][C:3]([NH:5][CH:6]([CH3:8])[CH3:7])=[O:4])=[O:25], predict the reactants needed to synthesize it. The reactants are: [NH2:1][CH2:2][C:3]([NH:5][CH:6]([CH3:8])[CH3:7])=[O:4].C(N(CC)C(C)C)(C)C.[F:18][C:19]1[CH:20]=[CH:21][C:22]([N+:28]([O-:30])=[O:29])=[C:23]([CH:27]=1)[C:24](Cl)=[O:25]. (6) Given the product [F:1][C:2]1[CH:3]=[C:4]([NH2:5])[CH:6]=[CH:7][C:8]=1[O:9][C:10]1[CH:15]=[CH:14][N:13]=[C:12]2[CH:16]=[C:17]([C:30]3[O:29][C:28]([CH2:27][N:24]4[CH2:23][CH2:22][N:21]([CH3:20])[CH2:26][CH2:25]4)=[CH:32][CH:31]=3)[S:18][C:11]=12, predict the reactants needed to synthesize it. The reactants are: [F:1][C:2]1[CH:3]=[C:4]([CH:6]=[CH:7][C:8]=1[O:9][C:10]1[CH:15]=[CH:14][N:13]=[C:12]2[CH:16]=[C:17](I)[S:18][C:11]=12)[NH2:5].[CH3:20][N:21]1[CH2:26][CH2:25][N:24]([CH2:27][C:28]2[O:29][C:30]([Sn](CCCC)(CCCC)CCCC)=[CH:31][CH:32]=2)[CH2:23][CH2:22]1.O1CCOCC1.